Dataset: Catalyst prediction with 721,799 reactions and 888 catalyst types from USPTO. Task: Predict which catalyst facilitates the given reaction. (1) Reactant: Cl[C:2]1[C:3]([CH3:19])=[C:4]([CH3:18])[C:5]2[N:6]([CH:8]=[C:9]([C:11]3[CH:16]=[CH:15][C:14]([F:17])=[CH:13][CH:12]=3)[N:10]=2)[N:7]=1.[CH2:20]([N:27]1[CH2:34][CH:33]2[CH:29]([CH2:30][NH:31][CH2:32]2)[CH2:28]1)[C:21]1[CH:26]=[CH:25][CH:24]=[CH:23][CH:22]=1.Cl. Product: [CH2:20]([N:27]1[CH2:34][CH:33]2[CH2:32][N:31]([C:2]3[C:3]([CH3:19])=[C:4]([CH3:18])[C:5]4[N:6]([CH:8]=[C:9]([C:11]5[CH:16]=[CH:15][C:14]([F:17])=[CH:13][CH:12]=5)[N:10]=4)[N:7]=3)[CH2:30][CH:29]2[CH2:28]1)[C:21]1[CH:22]=[CH:23][CH:24]=[CH:25][CH:26]=1. The catalyst class is: 709. (2) Reactant: [C:1]([NH:4][C:5]1[CH:10]=[CH:9][CH:8]=[C:7]([Cl:11])[C:6]=1[NH:12][C@@H:13]1[CH2:17][CH2:16][N:15]([C:18]([O:20][C:21]([CH3:24])([CH3:23])[CH3:22])=[O:19])[CH2:14]1)(=O)[CH3:2]. Product: [Cl:11][C:7]1[C:6]2[N:12]([C@@H:13]3[CH2:17][CH2:16][N:15]([C:18]([O:20][C:21]([CH3:24])([CH3:23])[CH3:22])=[O:19])[CH2:14]3)[C:1]([CH3:2])=[N:4][C:5]=2[CH:10]=[CH:9][CH:8]=1. The catalyst class is: 52. (3) Reactant: Br[C:2]1[N:6]([S:7]([C:10]2[CH:15]=[CH:14][CH:13]=[C:12]([O:16][CH:17]3[CH2:22][CH2:21][CH2:20][CH2:19][O:18]3)[CH:11]=2)(=[O:9])=[O:8])[CH:5]=[C:4]([CH2:23][N:24]([CH3:32])[C:25](=[O:31])[O:26][C:27]([CH3:30])([CH3:29])[CH3:28])[CH:3]=1.[C:33]1(B2OC(C)(C)C(C)(C)O2)[CH2:38][CH2:37][CH2:36][CH2:35][CH:34]=1.C(=O)([O-])[O-].[K+].[K+].COCCOC. Product: [C:33]1([C:2]2[N:6]([S:7]([C:10]3[CH:15]=[CH:14][CH:13]=[C:12]([O:16][CH:17]4[CH2:22][CH2:21][CH2:20][CH2:19][O:18]4)[CH:11]=3)(=[O:8])=[O:9])[CH:5]=[C:4]([CH2:23][N:24]([CH3:32])[C:25](=[O:31])[O:26][C:27]([CH3:28])([CH3:29])[CH3:30])[CH:3]=2)[CH2:38][CH2:37][CH2:36][CH2:35][CH:34]=1. The catalyst class is: 263. (4) Reactant: C([O:5][C:6](=[O:22])[C@H:7]([CH2:17][CH2:18][CH2:19][CH2:20][CH3:21])[C@H:8]([O:15][CH3:16])[CH2:9][CH2:10][CH2:11][CH2:12][CH2:13][CH3:14])(C)(C)C.O([Si](C)(C)C)S(C(F)(F)F)(=O)=O.C(=O)(O)[O-].[Na+]. Product: [CH3:16][O:15][C@H:8]([CH2:9][CH2:10][CH2:11][CH2:12][CH2:13][CH3:14])[C@@H:7]([CH2:17][CH2:18][CH2:19][CH2:20][CH3:21])[C:6]([OH:22])=[O:5]. The catalyst class is: 4.